From a dataset of Full USPTO retrosynthesis dataset with 1.9M reactions from patents (1976-2016). Predict the reactants needed to synthesize the given product. Given the product [Si:1]([O:8][C@H:30]([CH2:29][CH2:28][C@H:27]([CH3:49])[CH2:26][C@H:25]([CH3:50])[C@@H:24]([O:23][Si:16]([C:19]([CH3:20])([CH3:21])[CH3:22])([CH3:18])[CH3:17])[C@@H:51]([CH3:98])/[CH:52]=[CH:53]\[C@@H:54]([O:90][Si:91]([C:94]([CH3:97])([CH3:96])[CH3:95])([CH3:92])[CH3:93])[CH2:55][C@H:56]([O:82][Si:83]([C:86]([CH3:89])([CH3:88])[CH3:87])([CH3:84])[CH3:85])[C@H:57]([CH3:81])/[CH:58]=[CH:59]/[CH2:60][O:61][C:62]([C:63]1[CH:64]=[CH:65][CH:66]=[CH:67][CH:68]=1)([C:69]1[CH:70]=[CH:71][CH:72]=[CH:73][CH:74]=1)[C:75]1[CH:80]=[CH:79][CH:78]=[CH:77][CH:76]=1)[C@@H:31]([C@@H:33]1[C@@H:38]([CH3:39])[CH2:37][O:36][CH:35]([C:40]2[CH:41]=[CH:42][C:43]([O:46][CH3:47])=[CH:44][CH:45]=2)[O:34]1)[CH3:32])([C:4]([CH3:7])([CH3:6])[CH3:5])([CH3:3])[CH3:2], predict the reactants needed to synthesize it. The reactants are: [Si:1]([O:8]S(C(F)(F)F)(=O)=O)([C:4]([CH3:7])([CH3:6])[CH3:5])([CH3:3])[CH3:2].[Si:16]([O:23][C@@H:24]([C@@H:51]([CH3:98])/[CH:52]=[CH:53]\[C@@H:54]([O:90][Si:91]([C:94]([CH3:97])([CH3:96])[CH3:95])([CH3:93])[CH3:92])[CH2:55][C@H:56]([O:82][Si:83]([C:86]([CH3:89])([CH3:88])[CH3:87])([CH3:85])[CH3:84])[C@H:57]([CH3:81])/[CH:58]=[CH:59]/[CH2:60][O:61][C:62]([C:75]1[CH:80]=[CH:79][CH:78]=[CH:77][CH:76]=1)([C:69]1[CH:74]=[CH:73][CH:72]=[CH:71][CH:70]=1)[C:63]1[CH:68]=[CH:67][CH:66]=[CH:65][CH:64]=1)[C@@H:25]([CH3:50])[CH2:26][C@@H:27]([CH3:49])[CH2:28][CH2:29][C@@H:30](O)[C@@H:31]([C@@H:33]1[C@@H:38]([CH3:39])[CH2:37][O:36][CH:35]([C:40]2[CH:45]=[CH:44][C:43]([O:46][CH3:47])=[CH:42][CH:41]=2)[O:34]1)[CH3:32])([C:19]([CH3:22])([CH3:21])[CH3:20])([CH3:18])[CH3:17].N1C(C)=CC=CC=1C.